Dataset: Catalyst prediction with 721,799 reactions and 888 catalyst types from USPTO. Task: Predict which catalyst facilitates the given reaction. (1) Reactant: Cl[C:2]1[N:3]=[C:4]([NH:11][CH2:12][CH:13]2[CH2:16][N:15]([C:17](=[O:20])[CH:18]=[CH2:19])[CH2:14]2)[C:5]2[S:10][CH:9]=[CH:8][C:6]=2[N:7]=1.[CH3:21][N:22]1[CH:26]=[C:25]([NH2:27])[CH:24]=[N:23]1.FC(F)(F)C(O)=O. Product: [CH3:21][N:22]1[CH:26]=[C:25]([NH:27][C:2]2[N:3]=[C:4]([NH:11][CH2:12][CH:13]3[CH2:16][N:15]([C:17](=[O:20])[CH:18]=[CH2:19])[CH2:14]3)[C:5]3[S:10][CH:9]=[CH:8][C:6]=3[N:7]=2)[CH:24]=[N:23]1. The catalyst class is: 758. (2) Reactant: [NH2:1][C:2]1[C:7]([OH:8])=[CH:6][CH:5]=[CH:4][N:3]=1.Br[CH2:10][C:11](=O)[C:12]([F:15])([F:14])[F:13]. Product: [OH:8][C:7]1[C:2]2[N:3]([CH:10]=[C:11]([C:12]([F:15])([F:14])[F:13])[N:1]=2)[CH:4]=[CH:5][CH:6]=1. The catalyst class is: 5. (3) Product: [CH3:1][O:2][C:3]1[CH:4]=[C:5]2[C:9](=[CH:10][CH:11]=1)[N:8]([CH2:21][C:22]1[N:27]=[C:26]([C:28]#[N:29])[CH:25]=[CH:24][CH:23]=1)[C:7]([C:12]1[CH:13]=[CH:14][CH:15]=[CH:16][CH:17]=1)=[CH:6]2. The catalyst class is: 9. Reactant: [CH3:1][O:2][C:3]1[CH:4]=[C:5]2[C:9](=[CH:10][CH:11]=1)[NH:8][C:7]([C:12]1[CH:17]=[CH:16][CH:15]=[CH:14][CH:13]=1)=[CH:6]2.[H-].[Na+].Cl[CH2:21][C:22]1[N:27]=[C:26]([C:28]#[N:29])[CH:25]=[CH:24][CH:23]=1.O. (4) Reactant: Cl.Cl[CH2:3][CH2:4][N:5]([CH2:13][C:14]1[CH:19]=[CH:18][CH:17]=[CH:16][CH:15]=1)[CH2:6][C:7]1[CH:12]=[CH:11][CH:10]=[CH:9][CH:8]=1.[C:20](=[O:23])([O-])[O-].[K+].[K+].[CH3:26][C:27]#[N:28]. Product: [CH2:6]([N:5]([CH2:13][C:14]1[CH:19]=[CH:18][CH:17]=[CH:16][CH:15]=1)[CH2:4][CH2:3][N:28]1[CH2:10][CH2:11][C:12]2[C:26](=[C:20]([OH:23])[CH:9]=[CH:8][CH:7]=2)[CH2:27]1)[C:7]1[CH:12]=[CH:11][CH:10]=[CH:9][CH:8]=1. The catalyst class is: 682. (5) Reactant: [OH:1][CH2:2][C@H:3]1[CH2:20][N:7]2[CH2:8][CH2:9][N:10]([C:12]3[CH:17]=[CH:16][C:15]([F:18])=[CH:14][C:13]=3[NH2:19])[CH2:11][C@@H:6]2[CH2:5][CH2:4]1.[F:21][C:22]1[CH:27]=[CH:26][C:25](O)=[CH:24][CH:23]=1.C1(P(C2C=CC=CC=2)C2C=CC=CC=2)C=CC=CC=1.N(C(OCC)=O)=NC(OCC)=O. Product: [F:21][C:22]1[CH:27]=[CH:26][C:25]([O:1][CH2:2][C@H:3]2[CH2:20][N:7]3[CH2:8][CH2:9][N:10]([C:12]4[CH:17]=[CH:16][C:15]([F:18])=[CH:14][C:13]=4[NH2:19])[CH2:11][C@@H:6]3[CH2:5][CH2:4]2)=[CH:24][CH:23]=1. The catalyst class is: 1.